This data is from Peptide-MHC class II binding affinity with 134,281 pairs from IEDB. The task is: Regression. Given a peptide amino acid sequence and an MHC pseudo amino acid sequence, predict their binding affinity value. This is MHC class II binding data. (1) The binding affinity (normalized) is 0.545. The MHC is HLA-DPA10201-DPB10101 with pseudo-sequence HLA-DPA10201-DPB10101. The peptide sequence is YKALPVVLENARILK. (2) The peptide sequence is IMYDIINSV. The MHC is DRB1_0101 with pseudo-sequence DRB1_0101. The binding affinity (normalized) is 0.0961. (3) The peptide sequence is WVMANMAPENLADASL. The MHC is DRB1_1501 with pseudo-sequence DRB1_1501. The binding affinity (normalized) is 0.